Dataset: Full USPTO retrosynthesis dataset with 1.9M reactions from patents (1976-2016). Task: Predict the reactants needed to synthesize the given product. (1) Given the product [CH2:1]([O:8][C:9]1[CH:10]=[C:11]([O:23][C:24]2[CH:25]=[CH:26][C:27]([S:30]([CH3:33])(=[O:32])=[O:31])=[CH:28][CH:29]=2)[CH:12]=[C:13]2[C:17]=1[NH:16][C:15]([C:18]([OH:20])=[O:19])=[CH:14]2)[C:2]1[CH:7]=[CH:6][CH:5]=[CH:4][CH:3]=1, predict the reactants needed to synthesize it. The reactants are: [CH2:1]([O:8][C:9]1[CH:10]=[C:11]([O:23][C:24]2[CH:29]=[CH:28][C:27]([S:30]([CH3:33])(=[O:32])=[O:31])=[CH:26][CH:25]=2)[CH:12]=[C:13]2[C:17]=1[NH:16][C:15]([C:18]([O:20]CC)=[O:19])=[CH:14]2)[C:2]1[CH:7]=[CH:6][CH:5]=[CH:4][CH:3]=1. (2) The reactants are: [CH3:1][O:2][C:3]([C:5]1[N:6]([CH2:23][C:24]2[CH:29]=[CH:28][C:27]([C:30]([O:32][C:33]([CH3:36])([CH3:35])[CH3:34])=[O:31])=[CH:26][CH:25]=2)[C:7](=[O:22])[C:8]2[C:13]([C:14]=1[C:15]1[CH:20]=[CH:19][CH:18]=[CH:17][CH:16]=1)=[CH:12][C:11](Br)=[CH:10][CH:9]=2)=[O:4].C(N(CC)CC)C.CN([CH:47]=[O:48])C.[C]=O.[CH3:51][OH:52]. Given the product [CH3:1][O:2][C:3]([C:5]1[N:6]([CH2:23][C:24]2[CH:29]=[CH:28][C:27]([C:30]([O:32][C:33]([CH3:36])([CH3:35])[CH3:34])=[O:31])=[CH:26][CH:25]=2)[C:7](=[O:22])[C:8]2[C:13]([C:14]=1[C:15]1[CH:20]=[CH:19][CH:18]=[CH:17][CH:16]=1)=[CH:12][C:11]([C:51]([O:48][CH3:47])=[O:52])=[CH:10][CH:9]=2)=[O:4], predict the reactants needed to synthesize it. (3) Given the product [CH3:1][S:2]([C:5]1[CH:10]=[CH:9][C:8]([C:11]2[CH:12]=[C:13]3[CH2:34][C:18]4([CH2:33][C:20]5([CH2:21][CH2:22][NH:23][CH2:24][CH2:25]5)[CH2:19]4)[O:17][C:14]3=[CH:15][N:16]=2)=[CH:7][CH:6]=1)(=[O:4])=[O:3].[ClH:35], predict the reactants needed to synthesize it. The reactants are: [CH3:1][S:2]([C:5]1[CH:10]=[CH:9][C:8]([C:11]2[CH:12]=[C:13]3[CH2:34][C:18]4([CH2:33][C:20]5([CH2:25][CH2:24][N:23](C(OC(C)(C)C)=O)[CH2:22][CH2:21]5)[CH2:19]4)[O:17][C:14]3=[CH:15][N:16]=2)=[CH:7][CH:6]=1)(=[O:4])=[O:3].[ClH:35]. (4) Given the product [C:1]1([C@H:7]([NH:37][C:38]([O:40][C@@H:41]2[CH:46]3[CH2:47][CH2:48][N:43]([CH2:44][CH2:45]3)[CH2:42]2)=[O:39])[C:8]2[CH:9]=[C:10]([CH:34]=[CH:35][CH:36]=2)[O:11][CH2:12][C:13]2[CH:33]=[CH:32][C:16]([C:17]([O:19][CH2:20][C:21]3[CH:26]=[CH:25][CH:24]=[C:23]([CH:27]=[O:28])[CH:22]=3)=[O:18])=[CH:15][CH:14]=2)[CH:6]=[CH:5][CH:4]=[CH:3][CH:2]=1, predict the reactants needed to synthesize it. The reactants are: [C:1]1([C@H:7]([NH:37][C:38]([O:40][C@@H:41]2[CH:46]3[CH2:47][CH2:48][N:43]([CH2:44][CH2:45]3)[CH2:42]2)=[O:39])[C:8]2[CH:9]=[C:10]([CH:34]=[CH:35][CH:36]=2)[O:11][CH2:12][C:13]2[CH:33]=[CH:32][C:16]([C:17]([O:19][CH2:20][C:21]3[CH:26]=[CH:25][CH:24]=[C:23]([CH:27]4OCC[O:28]4)[CH:22]=3)=[O:18])=[CH:15][CH:14]=2)[CH:6]=[CH:5][CH:4]=[CH:3][CH:2]=1.Cl. (5) Given the product [ClH:39].[F:1][C:2]1[CH:7]=[C:6]([CH3:8])[CH:5]=[CH:4][C:3]=1[NH:9][C:10]1[CH:18]=[C:17]2[C:13]([C:14]([CH2:29][NH:30][CH3:31])=[CH:15][N:16]2[S:19]([C:22]2[CH:27]=[CH:26][CH:25]=[C:24]([F:28])[CH:23]=2)(=[O:21])=[O:20])=[CH:12][CH:11]=1, predict the reactants needed to synthesize it. The reactants are: [F:1][C:2]1[CH:7]=[C:6]([CH3:8])[CH:5]=[CH:4][C:3]=1[NH:9][C:10]1[CH:18]=[C:17]2[C:13]([C:14]([CH2:29][N:30](C)[C:31](=O)OC(C)(C)C)=[CH:15][N:16]2[S:19]([C:22]2[CH:27]=[CH:26][CH:25]=[C:24]([F:28])[CH:23]=2)(=[O:21])=[O:20])=[CH:12][CH:11]=1.[ClH:39].CO. (6) Given the product [C:1]1([C:36]2[CH:41]=[CH:40][CH:39]=[CH:38][CH:37]=2)[CH:6]=[CH:5][C:4]([C:7]2[N:12]=[C:11]3[C:13]([CH:42]4[CH2:44][CH2:43]4)=[C:14]([O:24][C@H:25]4[C@H:29]5[O:30][CH2:31][C@@H:32]([OH:33])[C@H:28]5[O:27][CH2:26]4)[N:15]([CH2:16][O:17][CH2:18][CH2:19][Si:20]([CH3:23])([CH3:22])[CH3:21])[C:10]3=[CH:9][C:8]=2[Cl:35])=[CH:3][CH:2]=1, predict the reactants needed to synthesize it. The reactants are: [C:1]1([C:36]2[CH:41]=[CH:40][CH:39]=[CH:38][CH:37]=2)[CH:6]=[CH:5][C:4]([C:7]2[N:12]=[C:11]3[C:13](Br)=[C:14]([O:24][C@H:25]4[C@H:29]5[O:30][CH2:31][C@@H:32]([OH:33])[C@H:28]5[O:27][CH2:26]4)[N:15]([CH2:16][O:17][CH2:18][CH2:19][Si:20]([CH3:23])([CH3:22])[CH3:21])[C:10]3=[CH:9][C:8]=2[Cl:35])=[CH:3][CH:2]=1.[CH:42]1(B(O)O)[CH2:44][CH2:43]1.C([O-])([O-])=O.[Na+].[Na+].